From a dataset of Forward reaction prediction with 1.9M reactions from USPTO patents (1976-2016). Predict the product of the given reaction. (1) Given the reactants [NH:1]1[CH:5]=[C:4]([C:6]2[C:7]3[CH:14]=[CH:13][N:12]([CH2:15][O:16][CH2:17][CH2:18][Si:19]([CH3:22])([CH3:21])[CH3:20])[C:8]=3[N:9]=[CH:10][N:11]=2)[CH:3]=[N:2]1.[C:23]1(=[O:29])[CH2:28][CH2:27][CH2:26][CH:25]=[CH:24]1.C1CCN2C(=NCCC2)CC1, predict the reaction product. The product is: [CH3:20][Si:19]([CH3:22])([CH3:21])[CH2:18][CH2:17][O:16][CH2:15][N:12]1[C:8]2[N:9]=[CH:10][N:11]=[C:6]([C:4]3[CH:5]=[N:1][N:2]([CH:25]4[CH2:26][CH2:27][CH2:28][C:23](=[O:29])[CH2:24]4)[CH:3]=3)[C:7]=2[CH:14]=[CH:13]1. (2) The product is: [CH3:1][N:2]([N:27]=[O:28])[C:3]1[CH:8]=[CH:7][CH:6]=[C:5]([C:9]2[CH2:13][C:12]([C:18]3[CH:19]=[C:20]([Cl:25])[CH:21]=[C:22]([Cl:24])[CH:23]=3)([C:14]([F:17])([F:15])[F:16])[O:11][N:10]=2)[CH:4]=1. Given the reactants [CH3:1][NH:2][C:3]1[CH:8]=[CH:7][CH:6]=[C:5]([C:9]2[CH2:13][C:12]([C:18]3[CH:23]=[C:22]([Cl:24])[CH:21]=[C:20]([Cl:25])[CH:19]=3)([C:14]([F:17])([F:16])[F:15])[O:11][N:10]=2)[CH:4]=1.Cl.[N:27]([O-])=[O:28].[Na+].C(=O)(O)[O-].[Na+], predict the reaction product. (3) The product is: [N:13]1[O:14][N:15]=[C:16]2[CH:21]=[C:20]([CH2:22][O:23][N:24]=[C:2]([C:4]3[CH:9]=[CH:8][C:7]([OH:10])=[C:6]([F:11])[CH:5]=3)[CH3:1])[CH:19]=[CH:18][C:17]=12. Given the reactants [CH3:1][C:2]([C:4]1[CH:9]=[CH:8][C:7]([OH:10])=[C:6]([F:11])[CH:5]=1)=O.Cl.[N:13]1[O:14][N:15]=[C:16]2[CH:21]=[C:20]([CH2:22][O:23][NH2:24])[CH:19]=[CH:18][C:17]=12.N1C=CC=CC=1, predict the reaction product. (4) The product is: [CH:16]1[C:25]2[C:20](=[CH:21][CH:22]=[CH:23][CH:24]=2)[CH:19]=[CH:18][C:17]=1[S:26]([CH:29]1[CH2:34][CH2:33][N:32]([C:13]([CH:10]2[CH2:11][CH2:12][N:7]([C:4]3[CH:5]=[CH:6][N:1]=[CH:2][CH:3]=3)[CH2:8][CH2:9]2)=[O:14])[CH2:31][CH2:30]1)(=[O:27])=[O:28]. Given the reactants [N:1]1[CH:6]=[CH:5][C:4]([N:7]2[CH2:12][CH2:11][CH:10]([C:13](Cl)=[O:14])[CH2:9][CH2:8]2)=[CH:3][CH:2]=1.[CH:16]1[C:25]2[C:20](=[CH:21][CH:22]=[CH:23][CH:24]=2)[CH:19]=[CH:18][C:17]=1[S:26]([CH:29]1[CH2:34][CH2:33][NH:32][CH2:31][CH2:30]1)(=[O:28])=[O:27], predict the reaction product. (5) Given the reactants [Br:1][C:2]1[C:3](=[O:17])[NH:4][C:5](=[O:16])[N:6]([CH2:8][CH2:9][C:10]2[CH:15]=[CH:14][CH:13]=[CH:12][CH:11]=2)[N:7]=1.I[CH2:19][CH2:20][C:21]1C2C(=CC=CC=2)C=C[CH:22]=1.C(I)CC1C=CC=CC=1, predict the reaction product. The product is: [Br:1][C:2]1[C:3](=[O:17])[NH:4][C:5](=[O:16])[N:6]([CH2:8][CH2:9][C:10]2[C:15]3[C:14](=[CH:19][CH:20]=[CH:21][CH:22]=3)[CH:13]=[CH:12][CH:11]=2)[N:7]=1. (6) Given the reactants [C:1]([C:4]1[CH:5]=[C:6]([Cl:20])[C:7]([CH3:19])=[C:8]([C:17]#[N:18])[C:9]=1[C:10]1[CH:15]=[CH:14][CH:13]=[C:12]([F:16])[CH:11]=1)(=[O:3])[CH3:2].[OH-:21].[K+].Cl, predict the reaction product. The product is: [C:1]([C:4]1[CH:5]=[C:6]([Cl:20])[C:7]([CH3:19])=[C:8]([C:17]([NH2:18])=[O:21])[C:9]=1[C:10]1[CH:15]=[CH:14][CH:13]=[C:12]([F:16])[CH:11]=1)(=[O:3])[CH3:2].